This data is from Peptide-MHC class I binding affinity with 185,985 pairs from IEDB/IMGT. The task is: Regression. Given a peptide amino acid sequence and an MHC pseudo amino acid sequence, predict their binding affinity value. This is MHC class I binding data. (1) The binding affinity (normalized) is 0.573. The MHC is Patr-A0901 with pseudo-sequence Patr-A0901. The peptide sequence is IFFASFYYI. (2) The MHC is HLA-A11:01 with pseudo-sequence HLA-A11:01. The peptide sequence is AVRHFPRIW. The binding affinity (normalized) is 0. (3) The binding affinity (normalized) is 0.0847. The peptide sequence is SRWGYQVKH. The MHC is HLA-B40:01 with pseudo-sequence HLA-B40:01. (4) The peptide sequence is LACTDPSERV. The MHC is HLA-A02:03 with pseudo-sequence HLA-A02:03. The binding affinity (normalized) is 0.381. (5) The peptide sequence is VTTEVAFGL. The MHC is HLA-A02:12 with pseudo-sequence HLA-A02:12. The binding affinity (normalized) is 0.517. (6) The peptide sequence is IYTTNDNNY. The MHC is HLA-A26:02 with pseudo-sequence HLA-A26:02. The binding affinity (normalized) is 0.0847. (7) The peptide sequence is AVREATAAF. The MHC is HLA-B07:02 with pseudo-sequence HLA-B07:02. The binding affinity (normalized) is 0.808.